This data is from Forward reaction prediction with 1.9M reactions from USPTO patents (1976-2016). The task is: Predict the product of the given reaction. Given the reactants [OH:1][C:2]12[CH2:12][CH:6]3[CH2:7][C:8]([OH:11])([CH2:10][CH:4]([CH:5]3[NH:13]C(=O)C)[CH2:3]1)[CH2:9]2.Cl, predict the reaction product. The product is: [NH2:13][CH:5]1[CH:4]2[CH2:3][C:2]3([OH:1])[CH2:9][C:8]([OH:11])([CH2:7][CH:6]1[CH2:12]3)[CH2:10]2.